Dataset: Full USPTO retrosynthesis dataset with 1.9M reactions from patents (1976-2016). Task: Predict the reactants needed to synthesize the given product. (1) Given the product [F:10][C:5]1[CH:4]=[CH:3][C:2]([B:20]([OH:21])[OH:19])=[CH:7][C:6]=1[CH2:8][OH:9], predict the reactants needed to synthesize it. The reactants are: Br[C:2]1[CH:3]=[CH:4][C:5]([F:10])=[C:6]([CH2:8][OH:9])[CH:7]=1.[Li]CCCC.C([O:19][B:20](OC(C)C)[O:21]C(C)C)(C)C. (2) Given the product [CH2:45]([O:22][CH2:18][C@@H:52]1[CH2:57][CH2:56][CH2:55][N:54]([CH2:58][C@@H:59]2[CH2:64][CH2:63][CH2:62][CH2:61][C@H:60]2[NH:65][C:10](=[O:12])[C:9]2[CH:8]=[CH:7][C:6]([N:1]3[CH:2]=[CH:3][CH:4]=[CH:5]3)=[CH:14][CH:13]=2)[CH2:53]1)[CH3:47], predict the reactants needed to synthesize it. The reactants are: [N:1]1([C:6]2[CH:14]=[CH:13][C:9]([C:10]([OH:12])=O)=[CH:8][CH:7]=2)[CH:5]=[CH:4][CH:3]=[CH:2]1.CN([C:18]([O:22]N1N=NC2C=CC=NC1=2)=[N+](C)C)C.F[P-](F)(F)(F)(F)F.C(N([CH:45]([CH3:47])C)CC)(C)C.Cl.C(O[C@@H:52]1[CH2:57][CH2:56][CH2:55][N:54]([CH2:58][C@@H:59]2[CH2:64][CH2:63][CH2:62][CH2:61][C@H:60]2[NH2:65])[CH2:53]1)C. (3) Given the product [Br:1][C:2]1[C:14](=[O:15])[N:13]([CH:16]2[CH2:20][CH2:19][CH2:18][CH2:17]2)[C:5]2[N:6]=[C:7]([NH:22][C:23]3[CH:28]=[CH:27][CH:26]=[CH:25][N:24]=3)[N:8]=[CH:9][C:4]=2[C:3]=1[CH3:21].[NH2:22][C:23]1[N:24]=[C:25]([NH:29][C:7]2[N:8]=[CH:9][C:4]3[C:3]([CH3:21])=[C:2]([Br:1])[C:14](=[O:15])[N:13]([CH:16]4[CH2:20][CH2:19][CH2:18][CH2:17]4)[C:5]=3[N:6]=2)[CH:26]=[CH:27][CH:28]=1, predict the reactants needed to synthesize it. The reactants are: [Br:1][C:2]1[C:14](=[O:15])[N:13]([CH:16]2[CH2:20][CH2:19][CH2:18][CH2:17]2)[C:5]2[N:6]=[C:7](S(C)=O)[N:8]=[CH:9][C:4]=2[C:3]=1[CH3:21].[NH2:22][C:23]1[CH:28]=[CH:27][CH:26]=[C:25]([NH2:29])[N:24]=1. (4) Given the product [NH2:1][C:2]1[S:3][CH:10]=[C:8]([CH2:7][CH2:6][C:5]([O:12][CH2:13][CH3:16])=[O:11])[N:4]=1, predict the reactants needed to synthesize it. The reactants are: [NH2:1][C:2]([NH2:4])=[S:3].[C:5]([O:12][CH3:13])(=[O:11])[CH2:6][CH2:7][C:8]([CH3:10])=O.II.[CH3:16]O. (5) Given the product [Cl:1][C:2]1[CH:3]=[C:4]([NH:5][C:16](=[NH:17])[CH2:15][C:9]2[CH:14]=[CH:13][CH:12]=[CH:11][CH:10]=2)[CH:6]=[CH:7][CH:8]=1, predict the reactants needed to synthesize it. The reactants are: [Cl:1][C:2]1[CH:3]=[C:4]([CH:6]=[CH:7][CH:8]=1)[NH2:5].[C:9]1([CH2:15][C:16]#[N:17])[CH:14]=[CH:13][CH:12]=[CH:11][CH:10]=1. (6) Given the product [Br:1][C:2]1[CH:11]=[C:10]2[C:5]([CH2:6][CH2:7][C:8]3([C:9]2=[O:12])[CH2:18][CH2:17][O:16][CH2:15][CH2:14]3)=[CH:4][CH:3]=1, predict the reactants needed to synthesize it. The reactants are: [Br:1][C:2]1[CH:11]=[C:10]2[C:5]([CH2:6][CH2:7][CH2:8][C:9]2=[O:12])=[CH:4][CH:3]=1.Br[CH2:14][CH2:15][O:16][CH2:17][CH2:18]Br.CC([O-])(C)C.[K+].